This data is from Catalyst prediction with 721,799 reactions and 888 catalyst types from USPTO. The task is: Predict which catalyst facilitates the given reaction. (1) Reactant: [B-](F)(F)(F)F.[B-](F)(F)(F)F.C1[N+]2(CCl)CC[N+]([F:21])(CC2)C1.[O:22]1[CH2:27][CH2:26][CH:25]([C:28]2[CH:33]=[CH:32][C:31]([OH:34])=[CH:30][C:29]=2[OH:35])[CH2:24][CH2:23]1. Product: [F:21][C:32]1[CH:33]=[C:28]([CH:25]2[CH2:24][CH2:23][O:22][CH2:27][CH2:26]2)[C:29]([OH:35])=[CH:30][C:31]=1[OH:34]. The catalyst class is: 10. (2) Reactant: [C:1]1([CH2:7][O:8][C:9]2[CH:19]=[CH:18][C:12]3[CH2:13][CH2:14][NH:15][CH2:16][CH2:17][C:11]=3[CH:10]=2)[CH:6]=[CH:5][CH:4]=[CH:3][CH:2]=1.[C:20]1(=O)[CH2:23][CH2:22][CH2:21]1.C(O[BH-](OC(=O)C)OC(=O)C)(=O)C.[Na+].C(=O)([O-])[O-].[Na+].[Na+]. Product: [CH:20]1([N:15]2[CH2:14][CH2:13][C:12]3[CH:18]=[CH:19][C:9]([O:8][CH2:7][C:1]4[CH:2]=[CH:3][CH:4]=[CH:5][CH:6]=4)=[CH:10][C:11]=3[CH2:17][CH2:16]2)[CH2:23][CH2:22][CH2:21]1. The catalyst class is: 676. (3) Reactant: [O:1]1[C:5]2[CH:6]=[CH:7][CH:8]=[CH:9][C:4]=2[N:3]=[C:2]1[C:10]1[CH:18]=[CH:17][C:13]([C:14]([OH:16])=O)=[CH:12][CH:11]=1.FC(F)(F)C(O)=O.[CH3:26][NH:27][C@@H:28]1[CH2:32][CH2:31][C@H:30]([NH:33][C:34](=[O:37])[CH2:35][CH3:36])[CH2:29]1.Cl.CN(C)CCCN=C=NCC.ON1C2C=CC=CC=2N=N1.CN1CCOCC1. Product: [O:1]1[C:5]2[CH:6]=[CH:7][CH:8]=[CH:9][C:4]=2[N:3]=[C:2]1[C:10]1[CH:11]=[CH:12][C:13]([C:14]([N:27]([CH3:26])[C@@H:28]2[CH2:32][CH2:31][C@H:30]([NH:33][C:34](=[O:37])[CH2:35][CH3:36])[CH2:29]2)=[O:16])=[CH:17][CH:18]=1. The catalyst class is: 35. (4) Reactant: [H-].[Na+].[CH3:3]S(C)=O.[I-].C[S+](C)C.[CH:12]1([C:18]2[S:19][CH:20]=[C:21]([C:31]3[CH:36]=[CH:35][C:34]([Cl:37])=[CH:33][C:32]=3[Cl:38])[C:22]=2[C:23]([C:25]2[CH:26]=[N:27][CH:28]=[CH:29][CH:30]=2)=[O:24])[CH2:17][CH2:16][CH2:15][CH2:14][CH2:13]1. Product: [CH:12]1([C:18]2[S:19][CH:20]=[C:21]([C:31]3[CH:36]=[CH:35][C:34]([Cl:37])=[CH:33][C:32]=3[Cl:38])[C:22]=2[C:23]2([C:25]3[CH:26]=[N:27][CH:28]=[CH:29][CH:30]=3)[CH2:3][O:24]2)[CH2:13][CH2:14][CH2:15][CH2:16][CH2:17]1. The catalyst class is: 13. (5) Reactant: [CH2:1]([N:8]1[C:12](=O)[C@@H:11]2[C:14]3[CH:15]=[CH:16][CH:17]=[C:18]([Cl:22])[C:19]=3[CH2:20][O:21][C@@:10]2([CH3:23])[CH2:9]1)[C:2]1[CH:7]=[CH:6][CH:5]=[CH:4][CH:3]=1.Cl.C([O-])(O)=O.[Na+]. Product: [CH2:1]([N:8]1[CH2:12][C@@H:11]2[C:14]3[CH:15]=[CH:16][CH:17]=[C:18]([Cl:22])[C:19]=3[CH2:20][O:21][C@@:10]2([CH3:23])[CH2:9]1)[C:2]1[CH:3]=[CH:4][CH:5]=[CH:6][CH:7]=1. The catalyst class is: 7. (6) Reactant: [N+:1]([C:4]1[CH:12]=[CH:11][CH:10]=[C:9]2[C:5]=1[CH:6]=[N:7][NH:8]2)([O-:3])=[O:2].[CH2:13](Br)[C:14]1[CH:19]=[CH:18][CH:17]=[CH:16][CH:15]=1.C(=O)([O-])[O-].[K+].[K+].CN(C=O)C. Product: [CH2:13]([N:8]1[C:9]2[C:5](=[C:4]([N+:1]([O-:3])=[O:2])[CH:12]=[CH:11][CH:10]=2)[CH:6]=[N:7]1)[C:14]1[CH:19]=[CH:18][CH:17]=[CH:16][CH:15]=1. The catalyst class is: 6. (7) Reactant: C(OC(=O)[NH:7][CH:8]([C:13]([F:16])([F:15])[F:14])[C:9]([OH:12])([CH3:11])[CH3:10])(C)(C)C.[ClH:18]. Product: [ClH:18].[NH2:7][CH:8]([C:13]([F:16])([F:15])[F:14])[C:9]([CH3:11])([OH:12])[CH3:10]. The catalyst class is: 12.